This data is from Full USPTO retrosynthesis dataset with 1.9M reactions from patents (1976-2016). The task is: Predict the reactants needed to synthesize the given product. (1) Given the product [C:1]([N:31]1[C:32]2[C:28](=[CH:27][C:26]([C:23]3[CH:24]=[C:25]4[C:17]([C:15]([C:14]5[C:9]([F:8])=[C:10]([NH:36][S:37]([C:40]6[CH:45]=[C:44]([F:46])[CH:43]=[CH:42][C:41]=6[F:47])(=[O:39])=[O:38])[CH:11]=[CH:12][C:13]=5[F:35])=[O:16])=[CH:18][NH:19][C:20]4=[N:21][CH:22]=3)=[CH:34][CH:33]=2)[CH:29]=[N:30]1)(=[O:3])[CH3:2], predict the reactants needed to synthesize it. The reactants are: [C:1](OC(=O)C)(=[O:3])[CH3:2].[F:8][C:9]1[C:14]([C:15]([C:17]2[C:25]3[C:20](=[N:21][CH:22]=[C:23]([C:26]4[CH:27]=[C:28]5[C:32](=[CH:33][CH:34]=4)[NH:31][N:30]=[CH:29]5)[CH:24]=3)[NH:19][CH:18]=2)=[O:16])=[C:13]([F:35])[CH:12]=[CH:11][C:10]=1[NH:36][S:37]([C:40]1[CH:45]=[C:44]([F:46])[CH:43]=[CH:42][C:41]=1[F:47])(=[O:39])=[O:38]. (2) The reactants are: [F:1][C:2]1[CH:7]=[CH:6][C:5]([N+:8]([O-:10])=[O:9])=[CH:4][C:3]=1[N:11]=[C:12]=[O:13].[CH3:14][Si:15]([CH3:20])([CH3:19])[CH2:16][CH2:17][OH:18]. Given the product [CH3:14][Si:15]([CH3:20])([CH3:19])[CH2:16][CH2:17][O:18][C:12](=[O:13])[NH:11][C:3]1[CH:4]=[C:5]([N+:8]([O-:10])=[O:9])[CH:6]=[CH:7][C:2]=1[F:1], predict the reactants needed to synthesize it. (3) Given the product [Br:21][C:11]1[O:10][C:9]([C:6]2[CH:5]=[CH:4][C:3]([C:1]#[N:2])=[CH:8][CH:7]=2)=[CH:13][CH:12]=1, predict the reactants needed to synthesize it. The reactants are: [C:1]([C:3]1[CH:8]=[CH:7][C:6]([C:9]2[O:10][CH:11]=[CH:12][CH:13]=2)=[CH:5][CH:4]=1)#[N:2].C1C(=O)N([Br:21])C(=O)C1. (4) Given the product [C:23]([C:25]1[CH:26]=[C:27]([CH:31]=[C:32]([S:34]([F:38])([F:39])([F:35])([F:36])[F:37])[CH:33]=1)[C:28]([NH:4][C:3]1[CH:5]=[CH:6][CH:7]=[C:8]([N:9]2[C:16]3[N:12]([N:13]=[C:14]([C:17]4[CH:18]=[N:19][CH:20]=[CH:21][CH:22]=4)[CH:15]=3)[CH:11]=[CH:10]2)[C:2]=1[CH3:1])=[O:29])#[N:24], predict the reactants needed to synthesize it. The reactants are: [CH3:1][C:2]1[C:8]([N:9]2[C:16]3[N:12]([N:13]=[C:14]([C:17]4[CH:18]=[N:19][CH:20]=[CH:21][CH:22]=4)[CH:15]=3)[CH:11]=[CH:10]2)=[CH:7][CH:6]=[CH:5][C:3]=1[NH2:4].[C:23]([C:25]1[CH:26]=[C:27]([CH:31]=[C:32]([S:34]([F:39])([F:38])([F:37])([F:36])[F:35])[CH:33]=1)[C:28](O)=[O:29])#[N:24].CN(C(ON1N=NC2C=CC=NC1=2)=[N+](C)C)C.F[P-](F)(F)(F)(F)F.C(N(CC)C(C)C)(C)C. (5) Given the product [CH:23]([N:19]1[C:18]([C:12]2[CH:13]=[C:14]3[N:10]([C:9]4[CH:26]=[C:5]([CH:3]5[CH2:2][N:1]([CH2:33][C:30]6[CH:31]=[CH:32][N:27]=[CH:28][CH:29]=6)[CH2:4]5)[CH:6]=[CH:7][C:8]=4[O:17][CH2:16][CH2:15]3)[N:11]=2)=[N:22][CH:21]=[N:20]1)([CH3:24])[CH3:25], predict the reactants needed to synthesize it. The reactants are: [NH:1]1[CH2:4][CH:3]([C:5]2[CH:6]=[CH:7][C:8]3[O:17][CH2:16][CH2:15][C:14]4[N:10]([N:11]=[C:12]([C:18]5[N:19]([CH:23]([CH3:25])[CH3:24])[N:20]=[CH:21][N:22]=5)[CH:13]=4)[C:9]=3[CH:26]=2)[CH2:2]1.[N:27]1[CH:32]=[CH:31][C:30]([CH:33]=O)=[CH:29][CH:28]=1.CO. (6) Given the product [F:31][C:32]([F:43])([F:42])[C:33]([NH:1][C:2]1[CH:7]=[CH:6][CH:5]=[CH:4][C:3]=1[S:8](=[O:10])(=[O:9])[NH:11][C:12]1[CH:13]=[CH:14][CH:15]=[C:16]2[C:21]=1[N:20]=[CH:19][CH:18]=[CH:17]2)=[O:34], predict the reactants needed to synthesize it. The reactants are: [NH2:1][C:2]1[CH:7]=[CH:6][CH:5]=[CH:4][C:3]=1[S:8]([NH:11][C:12]1[CH:13]=[CH:14][CH:15]=[C:16]2[C:21]=1[N:20]=[CH:19][CH:18]=[CH:17]2)(=[O:10])=[O:9].CCN(C(C)C)C(C)C.[F:31][C:32]([F:43])([F:42])[C:33](O[C:33](=[O:34])[C:32]([F:43])([F:42])[F:31])=[O:34]. (7) The reactants are: Cl.Br[C:3]1[CH:8]=[CH:7][N:6]=[CH:5][CH:4]=1.C([O-])([O-])=O.[Na+].[Na+].C([Mg]Cl)(C)C.[C:20]([O:24][C:25](=[O:34])[NH:26][CH2:27][C:28](N(OC)C)=[O:29])([CH3:23])([CH3:22])[CH3:21]. Given the product [C:20]([O:24][C:25](=[O:34])[NH:26][CH2:27][C:28](=[O:29])[C:3]1[CH:8]=[CH:7][N:6]=[CH:5][CH:4]=1)([CH3:23])([CH3:21])[CH3:22], predict the reactants needed to synthesize it.